This data is from Peptide-MHC class II binding affinity with 134,281 pairs from IEDB. The task is: Regression. Given a peptide amino acid sequence and an MHC pseudo amino acid sequence, predict their binding affinity value. This is MHC class II binding data. (1) The peptide sequence is SPHHKKLAQAVMEMT. The MHC is DRB1_1101 with pseudo-sequence DRB1_1101. The binding affinity (normalized) is 0.513. (2) The peptide sequence is PPLYATGRLSQAQLM. The MHC is HLA-DQA10101-DQB10501 with pseudo-sequence HLA-DQA10101-DQB10501. The binding affinity (normalized) is 0. (3) The peptide sequence is YFVAILDYLNHMAKE. The MHC is HLA-DQA10102-DQB10502 with pseudo-sequence HLA-DQA10102-DQB10502. The binding affinity (normalized) is 0.755. (4) The MHC is DRB1_0901 with pseudo-sequence DRB1_0901. The binding affinity (normalized) is 0.345. The peptide sequence is NLADAVSKAPQLVPK. (5) The binding affinity (normalized) is 0.230. The peptide sequence is AQNGVQAMSSLGSSL. The MHC is HLA-DQA10101-DQB10501 with pseudo-sequence HLA-DQA10101-DQB10501. (6) The peptide sequence is AAFKIAATAANSAPA. The MHC is DRB3_0101 with pseudo-sequence DRB3_0101. The binding affinity (normalized) is 0.390. (7) The peptide sequence is LRLSALRGLFSAVIE. The MHC is HLA-DQA10501-DQB10301 with pseudo-sequence HLA-DQA10501-DQB10301. The binding affinity (normalized) is 0.308.